From a dataset of Full USPTO retrosynthesis dataset with 1.9M reactions from patents (1976-2016). Predict the reactants needed to synthesize the given product. (1) The reactants are: [F:1][CH:2]([F:14])[C:3]1[NH:8][C:7](=[O:9])[C:6]([C:10]([O:12]C)=[O:11])=[CH:5][CH:4]=1.[OH-].[Li+]. Given the product [F:14][CH:2]([F:1])[C:3]1[NH:8][C:7](=[O:9])[C:6]([C:10]([OH:12])=[O:11])=[CH:5][CH:4]=1, predict the reactants needed to synthesize it. (2) The reactants are: P(Cl)(Cl)([Cl:3])=O.[CH3:6][O:7][C:8]([C:10]1[CH:11]=[C:12]2[C:17](=[CH:18][CH:19]=1)[N+:16]([O-])=[CH:15][CH:14]=[CH:13]2)=[O:9]. Given the product [CH3:6][O:7][C:8]([C:10]1[CH:11]=[C:12]2[C:17](=[CH:18][CH:19]=1)[N:16]=[C:15]([Cl:3])[CH:14]=[CH:13]2)=[O:9], predict the reactants needed to synthesize it. (3) Given the product [Br:1][C:2]1[CH:3]=[C:4]([Cl:14])[C:5]([CH:8]=[O:9])=[N:6][CH:7]=1, predict the reactants needed to synthesize it. The reactants are: [Br:1][C:2]1[CH:3]=[C:4]([Cl:14])[C:5]([C:8](N(OC)C)=[O:9])=[N:6][CH:7]=1.[H-].[H-].[H-].[H-].[Li+].[Al+3]. (4) Given the product [CH2:13]([NH:20][CH2:3][CH2:2][C:1]([O:5][CH2:6][C:7]1[CH:12]=[CH:11][CH:10]=[CH:9][CH:8]=1)=[O:4])[C:14]1[CH:19]=[CH:18][CH:17]=[CH:16][CH:15]=1, predict the reactants needed to synthesize it. The reactants are: [C:1]([O:5][CH2:6][C:7]1[CH:12]=[CH:11][CH:10]=[CH:9][CH:8]=1)(=[O:4])[CH:2]=[CH2:3].[CH2:13]([NH2:20])[C:14]1[CH:19]=[CH:18][CH:17]=[CH:16][CH:15]=1. (5) Given the product [O:1]=[C:2]1[CH:6]=[CH:5][C:4](=[O:7])[N:3]1[CH2:8][CH2:9][O:10][CH2:11][CH2:12][O:13][CH2:14][CH2:15][O:16][CH2:17][CH2:18][C:19]([O:21][C:40]1[C:39]([F:42])=[C:38]([F:43])[C:37]([F:44])=[C:36]([F:45])[C:35]=1[F:34])=[O:20], predict the reactants needed to synthesize it. The reactants are: [O:1]=[C:2]1[CH:6]=[CH:5][C:4](=[O:7])[N:3]1[CH2:8][CH2:9][O:10][CH2:11][CH2:12][O:13][CH2:14][CH2:15][O:16][CH2:17][CH2:18][C:19]([OH:21])=[O:20].Cl.C(N=C=NCCCN(C)C)C.[F:34][C:35]1[C:40](O)=[C:39]([F:42])[C:38]([F:43])=[C:37]([F:44])[C:36]=1[F:45]. (6) The reactants are: [CH3:1][O:2][C:3](=[O:21])[C:4]1[CH:9]=[CH:8][C:7]([C:10]2[CH:15]=[CH:14][C:13]([C:16]([F:19])([F:18])[F:17])=[CH:12][CH:11]=2)=[N:6][C:5]=1[CH3:20].[Br:22]N1C(=O)CCC1=O.C(OOC(=O)C1C=CC=CC=1)(=O)C1C=CC=CC=1. Given the product [CH3:1][O:2][C:3](=[O:21])[C:4]1[CH:9]=[CH:8][C:7]([C:10]2[CH:15]=[CH:14][C:13]([C:16]([F:17])([F:18])[F:19])=[CH:12][CH:11]=2)=[N:6][C:5]=1[CH2:20][Br:22], predict the reactants needed to synthesize it.